Dataset: Reaction yield outcomes from USPTO patents with 853,638 reactions. Task: Predict the reaction yield, written as a fraction of the theoretical maximum amount of product (1.0 means a 100% yield; for example, 0.34 means a 34% yield). (1) The reactants are [CH2:1]([C:3]1[CH:11]=[CH:10][C:6]([C:7]([OH:9])=[O:8])=[CH:5][C:4]=1[N+:12]([O-:14])=[O:13])[CH3:2].O=S(Cl)Cl.[CH3:19]O. No catalyst specified. The product is [CH2:1]([C:3]1[CH:11]=[CH:10][C:6]([C:7]([O:9][CH3:19])=[O:8])=[CH:5][C:4]=1[N+:12]([O-:14])=[O:13])[CH3:2]. The yield is 0.980. (2) The reactants are [F:1][C:2]([F:26])([F:25])[C:3]1[N:7]2[N:8]=[C:9]([N:12]3[CH2:17][CH2:16][CH:15]([C:18]4[CH:23]=[CH:22][C:21]([OH:24])=[CH:20][CH:19]=4)[CH2:14][CH2:13]3)[CH2:10][CH2:11][C:6]2=[N:5][N:4]=1.[C:27]([N:30]1[CH2:35][CH2:34][N:33]([CH2:36][CH2:37]O)[CH2:32][C@@H:31]1[CH3:39])(=[O:29])[CH3:28]. No catalyst specified. The product is [C:27]([N:30]1[CH2:35][CH2:34][N:33]([CH2:36][CH2:37][O:24][C:21]2[CH:20]=[CH:19][C:18]([CH:15]3[CH2:16][CH2:17][N:12]([C:9]4[CH2:10][CH2:11][C:6]5[N:7]([C:3]([C:2]([F:1])([F:25])[F:26])=[N:4][N:5]=5)[N:8]=4)[CH2:13][CH2:14]3)=[CH:23][CH:22]=2)[CH2:32][C@@H:31]1[CH3:39])(=[O:29])[CH3:28]. The yield is 0.410. (3) The reactants are [CH:1]([C:4]1[CH:9]=[CH:8][C:7]([CH:10]2[C:14]3[C:15]([CH3:28])=[C:16]([NH:20][C:21](=[O:27])[CH2:22][C:23]([CH3:26])([CH3:25])[CH3:24])[C:17]([CH3:19])=[CH:18][C:13]=3[O:12][CH2:11]2)=[CH:6][CH:5]=1)([CH3:3])[CH3:2].[Br:29]N1C(=O)CCC1=O.O. The catalyst is C(#N)C. The product is [Br:29][C:18]1[C:13]2[O:12][CH2:11][CH:10]([C:7]3[CH:6]=[CH:5][C:4]([CH:1]([CH3:2])[CH3:3])=[CH:9][CH:8]=3)[C:14]=2[C:15]([CH3:28])=[C:16]([NH:20][C:21](=[O:27])[CH2:22][C:23]([CH3:26])([CH3:25])[CH3:24])[C:17]=1[CH3:19]. The yield is 0.910.